Dataset: Forward reaction prediction with 1.9M reactions from USPTO patents (1976-2016). Task: Predict the product of the given reaction. (1) Given the reactants C(OOC(=O)C1C=CC=CC=1)(=O)C1C=CC=CC=1.[N:19]1[CH:24]=[CH:23][CH:22]=[CH:21][C:20]=1[CH2:25][C:26]([O:28][CH2:29][CH3:30])=[O:27].C1C(=O)N([Br:38])C(=O)C1, predict the reaction product. The product is: [Br:38][CH:25]([C:20]1[CH:21]=[CH:22][CH:23]=[CH:24][N:19]=1)[C:26]([O:28][CH2:29][CH3:30])=[O:27]. (2) Given the reactants [I:1][C:2]1[N:7]=[C:6](I)[C:5]([NH2:9])=[CH:4][N:3]=1.C(N(CC)CC)C.[C:17]([O:21][CH2:22][CH3:23])(=[O:20])[CH:18]=[CH2:19], predict the reaction product. The product is: [NH2:9][C:5]1[C:6](/[CH:19]=[CH:18]/[C:17]([O:21][CH2:22][CH3:23])=[O:20])=[N:7][C:2]([I:1])=[N:3][CH:4]=1. (3) Given the reactants [F:1][C:2]([F:31])([F:30])[C:3]1[CH:8]=[CH:7][C:6]([C:9]2[N:14]=[CH:13][C:12]([CH:15]([O:18][C:19]3[CH:29]=[CH:28][C:22]([C:23]([O:25]CC)=[O:24])=[CH:21][CH:20]=3)[CH2:16][CH3:17])=[CH:11][CH:10]=2)=[CH:5][CH:4]=1.[OH-].[Na+], predict the reaction product. The product is: [F:30][C:2]([F:1])([F:31])[C:3]1[CH:4]=[CH:5][C:6]([C:9]2[N:14]=[CH:13][C:12]([CH:15]([O:18][C:19]3[CH:20]=[CH:21][C:22]([C:23]([OH:25])=[O:24])=[CH:28][CH:29]=3)[CH2:16][CH3:17])=[CH:11][CH:10]=2)=[CH:7][CH:8]=1.